The task is: Predict the product of the given reaction.. This data is from Forward reaction prediction with 1.9M reactions from USPTO patents (1976-2016). (1) Given the reactants C1(=CC[O:8][C:9]2[CH:18]=[CH:17][C:12]([C:13]([O:15][CH3:16])=[O:14])=[CH:11][CH:10]=2)CCCC1.C(N(CC)[C:22]1[CH:27]=[CH:26][CH:25]=[CH:24][CH:23]=1)C.[CH3:30]/C(/O[Si](C)(C)C)=N\[Si](C)(C)C, predict the reaction product. The product is: [OH:8][C:9]1[CH:10]=[CH:11][C:12]([C:13]([O:15][CH3:16])=[O:14])=[CH:17][C:18]=1[C:26]1([CH:27]=[CH2:22])[CH2:25][CH2:24][CH2:23][CH2:30]1. (2) Given the reactants [OH-].[Na+].[NH2:3][C@:4]([CH2:12][C:13]1[CH:18]=[CH:17][CH:16]=[CH:15][CH:14]=1)([CH2:9][CH:10]=[CH2:11])[CH2:5][C:6]([OH:8])=[O:7].[C:19](O[C:19]([O:21][C:22]([CH3:25])([CH3:24])[CH3:23])=[O:20])([O:21][C:22]([CH3:25])([CH3:24])[CH3:23])=[O:20].C(=O)([O-])[O-].[K+].[K+].C(O)(=O)CC(CC(O)=O)(C(O)=O)O, predict the reaction product. The product is: [CH2:12]([C@@:4]([NH:3][C:19]([O:21][C:22]([CH3:25])([CH3:24])[CH3:23])=[O:20])([CH2:9][CH:10]=[CH2:11])[CH2:5][C:6]([OH:8])=[O:7])[C:13]1[CH:14]=[CH:15][CH:16]=[CH:17][CH:18]=1.